From a dataset of Full USPTO retrosynthesis dataset with 1.9M reactions from patents (1976-2016). Predict the reactants needed to synthesize the given product. (1) Given the product [NH2:12][C:4]1[C:5]2[N:6]([CH:8]=[CH:9][N:10]=2)[CH:7]=[C:2]([Br:1])[N:3]=1, predict the reactants needed to synthesize it. The reactants are: [Br:1][C:2]1[N:3]=[C:4](Br)[C:5]2[N:6]([CH:8]=[CH:9][N:10]=2)[CH:7]=1.[NH3:12].O. (2) Given the product [NH:15]1[CH:16]=[CH:17][N:18]=[C:14]1[C@@H:9]1[CH2:10][C@H:11]([CH3:13])[CH2:12][N:8]1[C:6]([O:5][C:1]([CH3:2])([CH3:4])[CH3:3])=[O:7], predict the reactants needed to synthesize it. The reactants are: [C:1]([O:5][C:6]([N:8]1[CH2:12][C@@H:11]([CH3:13])[CH2:10][C@H:9]1[C:14]1[NH:15][C:16](I)=[C:17](I)[N:18]=1)=[O:7])([CH3:4])([CH3:3])[CH3:2].IC1NC=NC=1I.C([C@@H]1C[C@H](C)CN1C(OC(C)(C)C)=O)=O.[NH4+].[OH-].C(C=O)=O. (3) Given the product [CH3:27][C:25]1[O:24][N:23]=[C:22]([CH2:21][N:1]2[C:9]3[C:4](=[CH:5][CH:6]=[CH:7][CH:8]=3)[C:3]([C:10]([O:12][CH3:13])=[O:11])=[N:2]2)[CH:26]=1, predict the reactants needed to synthesize it. The reactants are: [NH:1]1[C:9]2[C:4](=[CH:5][CH:6]=[CH:7][CH:8]=2)[C:3]([C:10]([O:12][CH3:13])=[O:11])=[N:2]1.CC(C)([O-])C.[K+].Cl[CH2:21][C:22]1[CH:26]=[C:25]([CH3:27])[O:24][N:23]=1.